This data is from Peptide-MHC class II binding affinity with 134,281 pairs from IEDB. The task is: Regression. Given a peptide amino acid sequence and an MHC pseudo amino acid sequence, predict their binding affinity value. This is MHC class II binding data. (1) The peptide sequence is KSVVVNKHLNGERLL. The MHC is DRB1_0101 with pseudo-sequence DRB1_0101. The binding affinity (normalized) is 0.279. (2) The peptide sequence is EFVTLAAKFIIEEDS. The MHC is HLA-DQA10101-DQB10501 with pseudo-sequence HLA-DQA10101-DQB10501. The binding affinity (normalized) is 0.768. (3) The binding affinity (normalized) is 0.685. The MHC is DRB1_0802 with pseudo-sequence DRB1_0802. The peptide sequence is PAAHAAQGYKVLVLNPSVAA. (4) The peptide sequence is WIILGLNKIVRMYSPISI. The MHC is DRB1_0802 with pseudo-sequence DRB1_0802. The binding affinity (normalized) is 0.666.